From a dataset of Full USPTO retrosynthesis dataset with 1.9M reactions from patents (1976-2016). Predict the reactants needed to synthesize the given product. (1) Given the product [CH2:1]1[C:10]2[NH:11][C:12]3[C:17](=[CH:16][C:15]([OH:18])=[CH:14][CH:13]=3)[C:9]=2[CH2:8][CH2:7][NH:6]1, predict the reactants needed to synthesize it. The reactants are: [C:1](O)(=O)C.Cl.[NH2:6][CH2:7][CH2:8][C:9]1[C:17]2[C:12](=[CH:13][CH:14]=[C:15]([OH:18])[CH:16]=2)[NH:11][CH:10]=1.C(=O)C. (2) Given the product [CH2:8]([O:15][CH:16]([CH:17]=[O:18])[C:3]([O:5][CH2:6][CH3:7])=[O:4])[C:9]1[CH:14]=[CH:13][CH:12]=[CH:11][CH:10]=1, predict the reactants needed to synthesize it. The reactants are: [H-].[Na+].[CH:3]([O:5][CH2:6][CH3:7])=[O:4].[CH2:8]([O:15][CH2:16][C:17](OCC)=[O:18])[C:9]1[CH:14]=[CH:13][CH:12]=[CH:11][CH:10]=1. (3) Given the product [C:1]([O:5][C:6]([N:8]1[CH2:13][CH2:12][CH:11]([C:14]2[S:36][C:17]([CH2:18][C:19]3[CH:24]=[CH:23][CH:22]=[CH:21][CH:20]=3)=[N:16][CH:15]=2)[CH2:10][CH2:9]1)=[O:7])([CH3:4])([CH3:3])[CH3:2], predict the reactants needed to synthesize it. The reactants are: [C:1]([O:5][C:6]([N:8]1[CH2:13][CH2:12][CH:11]([C:14](=O)[CH2:15][NH:16][C:17](=O)[CH2:18][C:19]2[CH:24]=[CH:23][CH:22]=[CH:21][CH:20]=2)[CH2:10][CH2:9]1)=[O:7])([CH3:4])([CH3:3])[CH3:2].COC1C=CC(P2(SP(C3C=CC(OC)=CC=3)(=S)S2)=[S:36])=CC=1.C(OCC)(=O)C.C(=O)(O)[O-].[Na+]. (4) Given the product [C:1]([C:3]1[CH:4]=[C:5]([NH:9][C:10](=[O:22])[NH:11][C:12]2[CH:17]=[CH:16][C:15]([S:18]([NH:27][CH2:26][C:25]3[C:28]([F:33])=[CH:29][CH:30]=[C:31]([F:32])[C:24]=3[F:23])(=[O:20])=[O:19])=[CH:14][CH:13]=2)[CH:6]=[CH:7][CH:8]=1)#[N:2], predict the reactants needed to synthesize it. The reactants are: [C:1]([C:3]1[CH:4]=[C:5]([NH:9][C:10](=[O:22])[NH:11][C:12]2[CH:17]=[CH:16][C:15]([S:18](Cl)(=[O:20])=[O:19])=[CH:14][CH:13]=2)[CH:6]=[CH:7][CH:8]=1)#[N:2].[F:23][C:24]1[C:31]([F:32])=[CH:30][CH:29]=[C:28]([F:33])[C:25]=1[CH2:26][NH2:27].CCN(C(C)C)C(C)C. (5) Given the product [N:1]1([CH2:6][CH2:7][CH2:8][CH2:9][NH:10][C:11]([C:13]2[CH:18]=[C:17]([O:19][C:20]3[CH:25]=[CH:24][C:23]4[O:26][C:43]([NH:42][C:39]5[CH:40]=[CH:41][C:29]([Cl:28])=[C:30]([O:31][CH2:32][CH:33]6[CH2:37][CH2:36][CH2:35][O:34]6)[CH:38]=5)=[N:27][C:22]=4[CH:21]=3)[CH:16]=[CH:15][N:14]=2)=[O:12])[CH2:5][CH2:4][CH2:3][CH2:2]1, predict the reactants needed to synthesize it. The reactants are: [N:1]1([CH2:6][CH2:7][CH2:8][CH2:9][NH:10][C:11]([C:13]2[CH:18]=[C:17]([O:19][C:20]3[CH:25]=[CH:24][C:23]([OH:26])=[C:22]([NH2:27])[CH:21]=3)[CH:16]=[CH:15][N:14]=2)=[O:12])[CH2:5][CH2:4][CH2:3][CH2:2]1.[Cl:28][C:29]1[CH:41]=[CH:40][C:39]([N:42]=[C:43]=S)=[CH:38][C:30]=1[O:31][CH2:32][CH:33]1[CH2:37][CH2:36][CH2:35][O:34]1.